This data is from Experimentally validated miRNA-target interactions with 360,000+ pairs, plus equal number of negative samples. The task is: Binary Classification. Given a miRNA mature sequence and a target amino acid sequence, predict their likelihood of interaction. The miRNA is hsa-miR-4698 with sequence UCAAAAUGUAGAGGAAGACCCCA. The protein sequence of the target gene is MENEKENLFCEPHKRGLMKTPLKESTTANIVLAEIQPDFGPLTTPTKPKEGSQGEPWTPTANLKMLISAVSPEIRNRDQKRGLFDNRSGLPEAKDCIHEHLSGDEFEKSQPSRKEKSLGLLCHKFLARYPNYPNPAVNNDICLDEVAEELNVERRRIYDIVNVLESLHMVSRLAKNRYTWHGRHNLNKTLGTLKSIGEENKYAEQIMMIKKKEYEQEFDFIKSYSIEDHIIKSNTGPNGHPDMCFVELPGVEFRAASVNSRKDKSLRVMSQKFVMLFLVSTPQIVSLEVAAKILIGEDHV.... Result: 1 (interaction).